Dataset: Forward reaction prediction with 1.9M reactions from USPTO patents (1976-2016). Task: Predict the product of the given reaction. (1) The product is: [CH2:37]([O:36]/[CH:35]=[CH:34]/[C:3]1[CH:4]=[CH:5][C:6]([C:8]2[C:9]([N:28]([CH3:33])[S:29]([CH3:32])(=[O:30])=[O:31])=[CH:10][C:11]3[O:15][C:14]([C:16]4[CH:21]=[CH:20][C:19]([F:22])=[CH:18][CH:17]=4)=[C:13]([C:23]([NH:25][CH3:26])=[O:24])[C:12]=3[CH:27]=2)=[N:7][C:2]=1[C:43]1[NH:44][C:45]2[C:41]([CH:42]=1)=[C:40]([F:39])[CH:48]=[CH:47][CH:46]=2)[CH3:38]. Given the reactants Cl[C:2]1[N:7]=[C:6]([C:8]2[C:9]([N:28]([CH3:33])[S:29]([CH3:32])(=[O:31])=[O:30])=[CH:10][C:11]3[O:15][C:14]([C:16]4[CH:21]=[CH:20][C:19]([F:22])=[CH:18][CH:17]=4)=[C:13]([C:23]([NH:25][CH3:26])=[O:24])[C:12]=3[CH:27]=2)[CH:5]=[CH:4][C:3]=1/[CH:34]=[CH:35]/[O:36][CH2:37][CH3:38].[F:39][C:40]1[CH:48]=[CH:47][CH:46]=[C:45]2[C:41]=1[CH:42]=[C:43](B1OC(C)(C)C(C)(C)O1)[NH:44]2, predict the reaction product. (2) Given the reactants [N+:1]([C:4]1[CH:9]=[CH:8][C:7]([SH:10])=[CH:6][CH:5]=1)([O-:3])=[O:2].[OH-].[Na+].Cl.Cl[CH2:15][C:16]1[CH:21]=[CH:20][CH:19]=[CH:18][N:17]=1, predict the reaction product. The product is: [N+:1]([C:4]1[CH:9]=[CH:8][C:7]([S:10][CH2:15][C:16]2[CH:21]=[CH:20][CH:19]=[CH:18][N:17]=2)=[CH:6][CH:5]=1)([O-:3])=[O:2]. (3) Given the reactants [CH2:1]([CH:6]1[CH2:11][CH2:10][CH:9]([C:12]([OH:14])=[O:13])[CH2:8][CH2:7]1)[CH2:2][CH2:3][CH2:4][CH3:5].Cl.CN(C)CCCN=C=NCC.[N+:27]([C:30]1[CH:31]=[C:32]([CH:54]=[C:55]([N+:57]([O-:59])=[O:58])[CH:56]=1)[C:33]([O:35][CH2:36][CH2:37][CH2:38][CH2:39][CH2:40][CH2:41][O:42][C:43](=[O:53])/[CH:44]=[CH:45]/[C:46]1[CH:51]=[CH:50][C:49](O)=[CH:48][CH:47]=1)=[O:34])([O-:29])=[O:28], predict the reaction product. The product is: [N+:27]([C:30]1[CH:31]=[C:32]([CH:54]=[C:55]([N+:57]([O-:59])=[O:58])[CH:56]=1)[C:33]([O:35][CH2:36][CH2:37][CH2:38][CH2:39][CH2:40][CH2:41][O:42][C:43](=[O:53])/[CH:44]=[CH:45]/[C:46]1[CH:47]=[CH:48][C:49]([O:13][C:12]([CH:9]2[CH2:8][CH2:7][CH:6]([CH2:1][CH2:2][CH2:3][CH2:4][CH3:5])[CH2:11][CH2:10]2)=[O:14])=[CH:50][CH:51]=1)=[O:34])([O-:29])=[O:28]. (4) Given the reactants CO[C:3](=[O:14])[C:4]1[CH:9]=[C:8]([N+:10]([O-:12])=[O:11])[CH:7]=[CH:6][C:5]=1F.C([O-])([O-])=O.[K+].[K+].[CH:21]([NH:24][NH2:25])([CH3:23])[CH3:22], predict the reaction product. The product is: [CH:21]([N:24]1[C:5]2[C:4](=[CH:9][C:8]([N+:10]([O-:12])=[O:11])=[CH:7][CH:6]=2)[C:3](=[O:14])[NH:25]1)([CH3:23])[CH3:22]. (5) Given the reactants C([O:8][C:9]1[CH:18]=[C:17]2[C:12]([C:13]([Cl:19])=[CH:14][CH:15]=[N:16]2)=[CH:11][C:10]=1[O:20][CH3:21])C1C=CC=CC=1.CS(O)(=O)=O, predict the reaction product. The product is: [Cl:19][C:13]1[C:12]2[C:17](=[CH:18][C:9]([OH:8])=[C:10]([O:20][CH3:21])[CH:11]=2)[N:16]=[CH:15][CH:14]=1. (6) Given the reactants [NH2:1][C:2]1[NH:6][N:5]=[C:4]([C:7]2[CH:12]=[CH:11][C:10]([O:13][C:14]3[CH:19]=[CH:18][CH:17]=[CH:16][CH:15]=3)=[CH:9][CH:8]=2)[C:3]=1[C:20]([NH2:22])=[O:21].Cl[C:24]1[CH:33]=[CH:32][C:31]([N+:34]([O-:36])=[O:35])=[CH:30][C:25]=1[C:26](OC)=[O:27].C([O-])([O-])=O.[K+].[K+].O, predict the reaction product. The product is: [N+:34]([C:31]1[CH:30]=[C:25]2[C:24](=[CH:33][CH:32]=1)[N:6]1[N:5]=[C:4]([C:7]3[CH:8]=[CH:9][C:10]([O:13][C:14]4[CH:19]=[CH:18][CH:17]=[CH:16][CH:15]=4)=[CH:11][CH:12]=3)[C:3]([C:20]([NH2:22])=[O:21])=[C:2]1[NH:1][C:26]2=[O:27])([O-:36])=[O:35].